From a dataset of Full USPTO retrosynthesis dataset with 1.9M reactions from patents (1976-2016). Predict the reactants needed to synthesize the given product. (1) Given the product [Cl:11][C:12]1[CH:13]=[C:14]([C@@H:18]2[C@@H:23]([C:24]3[CH:29]=[CH:28][C:27]([Cl:30])=[CH:26][CH:25]=3)[N:22]([CH:31]([CH2:34][CH3:35])[CH2:32][CH3:33])[C:21](=[O:36])[C@:20]([CH2:38][C:39](=[N:2][OH:3])[NH2:40])([CH3:37])[CH2:19]2)[CH:15]=[CH:16][CH:17]=1, predict the reactants needed to synthesize it. The reactants are: Cl.[NH2:2][OH:3].C(N(CC)CC)C.[Cl:11][C:12]1[CH:13]=[C:14]([C@@H:18]2[C@@H:23]([C:24]3[CH:29]=[CH:28][C:27]([Cl:30])=[CH:26][CH:25]=3)[N:22]([CH:31]([CH2:34][CH3:35])[CH2:32][CH3:33])[C:21](=[O:36])[C@:20]([CH2:38][C:39]#[N:40])([CH3:37])[CH2:19]2)[CH:15]=[CH:16][CH:17]=1. (2) Given the product [F:27][C:24]1[CH:25]=[CH:26][C:21]([C:20]2[C@@H:15]([OH:14])[CH2:16][NH:17][CH2:18][CH:19]=2)=[CH:22][CH:23]=1, predict the reactants needed to synthesize it. The reactants are: O1CCOCC1.O.C([O:14][C@@H:15]1[C:20]([C:21]2[CH:26]=[CH:25][C:24]([F:27])=[CH:23][CH:22]=2)=[CH:19][CH2:18][NH:17][CH2:16]1)(=O)C(C)(C)C.O.[OH-].[Li+].